From a dataset of Full USPTO retrosynthesis dataset with 1.9M reactions from patents (1976-2016). Predict the reactants needed to synthesize the given product. (1) Given the product [NH2:2][C:3]1[N:8]=[CH:7][N:6]=[C:5]2[N:9]([CH:25]3[CH2:26][N:27]([C:29](=[O:43])[CH2:30][CH2:31][NH:32][CH2:40][CH2:41][OH:42])[CH2:28]3)[N:10]=[C:11]([C:12]3[CH:13]=[CH:14][C:15]([O:18][C:19]4[CH:20]=[CH:21][CH:22]=[CH:23][CH:24]=4)=[CH:16][CH:17]=3)[C:4]=12, predict the reactants needed to synthesize it. The reactants are: Cl.[NH2:2][C:3]1[N:8]=[CH:7][N:6]=[C:5]2[N:9]([CH:25]3[CH2:28][N:27]([C:29](=[O:43])[CH2:30][CH2:31][N:32]([CH2:40][CH2:41][OH:42])C(=O)OC(C)(C)C)[CH2:26]3)[N:10]=[C:11]([C:12]3[CH:17]=[CH:16][C:15]([O:18][C:19]4[CH:24]=[CH:23][CH:22]=[CH:21][CH:20]=4)=[CH:14][CH:13]=3)[C:4]=12. (2) Given the product [CH3:1][N:2]1[C:10](=[O:11])[C:9]2[C:4](=[CH:5][C:6]([C:12]([OH:14])=[O:13])=[CH:7][CH:8]=2)[NH:3]1, predict the reactants needed to synthesize it. The reactants are: [CH3:1][N:2]1[C:10](=[O:11])[C:9]2[C:4](=[CH:5][C:6]([C:12]([O:14]C)=[O:13])=[CH:7][CH:8]=2)[N:3]1C(OCC)=O.[OH-].[K+].